The task is: Predict the reaction yield, written as a fraction of the theoretical maximum amount of product (1.0 means a 100% yield; for example, 0.34 means a 34% yield).. This data is from Reaction yield outcomes from USPTO patents with 853,638 reactions. (1) The yield is 0.150. The reactants are [OH:1][C@@H:2]([C:4]1[N:15]([C@H:16]2[CH2:21][CH2:20][C@H:19]([CH2:22][C:23](O)=[O:24])[CH2:18][CH2:17]2)[C:7]2=[C:8]3[S:14][CH:13]=[CH:12][C:9]3=[N:10][CH:11]=[C:6]2[N:5]=1)[CH3:3].[CH2:26]([NH2:28])[CH3:27].C1COCC1.F[P-](F)(F)(F)(F)F.N1(O[P+](N(C)C)(N(C)C)N(C)C)C2C=CC=CC=2N=N1.C(N(CC)C(C)C)(C)C. The catalyst is CN(C)C=O.CO. The product is [CH2:26]([NH:28][C:23](=[O:24])[CH2:22][C@H:19]1[CH2:20][CH2:21][C@H:16]([N:15]2[C:7]3=[C:8]4[S:14][CH:13]=[CH:12][C:9]4=[N:10][CH:11]=[C:6]3[N:5]=[C:4]2[C@H:2]([OH:1])[CH3:3])[CH2:17][CH2:18]1)[CH3:27]. (2) The reactants are [N+:1]([C:4]1[CH:5]=[C:6]2[C:11](=[CH:12][CH:13]=1)[N:10]=[CH:9][N:8]=[C:7]2[N:14]1[CH2:19][CH2:18][N:17]([C:20]([O:22][C:23]([CH3:26])([CH3:25])[CH3:24])=[O:21])[CH2:16][CH2:15]1)([O-])=O. The catalyst is COCCO.[Pd]. The product is [NH2:1][C:4]1[CH:5]=[C:6]2[C:11](=[CH:12][CH:13]=1)[N:10]=[CH:9][N:8]=[C:7]2[N:14]1[CH2:19][CH2:18][N:17]([C:20]([O:22][C:23]([CH3:26])([CH3:25])[CH3:24])=[O:21])[CH2:16][CH2:15]1. The yield is 0.950.